This data is from Reaction yield outcomes from USPTO patents with 853,638 reactions. The task is: Predict the reaction yield, written as a fraction of the theoretical maximum amount of product (1.0 means a 100% yield; for example, 0.34 means a 34% yield). The reactants are [C:1]([C:9]1[N:13]2[C:14]3[C:19]([CH:20]=[CH:21][C:12]2=[C:11]([C:23]#[N:24])[CH:10]=1)=[C:18]([OH:22])[CH:17]=[CH:16][CH:15]=3)(=[O:8])[C:2]1[CH:7]=[CH:6][CH:5]=[CH:4][CH:3]=1.Cl.Cl[CH2:27][CH2:28][N:29]1[CH2:34][CH2:33][O:32][CH2:31][CH2:30]1.C(=O)([O-])[O-].[K+].[K+].[I-].[K+]. The catalyst is CC(C)=O. The product is [C:1]([C:9]1[N:13]2[C:14]3[C:19]([CH:20]=[CH:21][C:12]2=[C:11]([C:23]#[N:24])[CH:10]=1)=[C:18]([O:22][CH2:27][CH2:28][N:29]1[CH2:34][CH2:33][O:32][CH2:31][CH2:30]1)[CH:17]=[CH:16][CH:15]=3)(=[O:8])[C:2]1[CH:7]=[CH:6][CH:5]=[CH:4][CH:3]=1. The yield is 0.420.